Dataset: Catalyst prediction with 721,799 reactions and 888 catalyst types from USPTO. Task: Predict which catalyst facilitates the given reaction. (1) Reactant: [CH2:1]([O:3][C:4]1[CH:5]=[C:6]([NH2:13])[C:7]([NH2:12])=[CH:8][C:9]=1[CH2:10][CH3:11])[CH3:2].[N+:14]([C:17]1[C:18]([CH:28]=O)=[N:19][N:20]([CH:22]2[CH2:27][CH2:26][CH2:25][CH2:24][O:23]2)[CH:21]=1)([O-:16])=[O:15].S(=O)(O)[O-].[Na+].O. Product: [CH2:1]([O:3][C:4]1[C:9]([CH2:10][CH3:11])=[CH:8][C:7]2[NH:12][C:28]([C:18]3[C:17]([N+:14]([O-:16])=[O:15])=[CH:21][N:20]([CH:22]4[CH2:27][CH2:26][CH2:25][CH2:24][O:23]4)[N:19]=3)=[N:13][C:6]=2[CH:5]=1)[CH3:2]. The catalyst class is: 9. (2) Reactant: [Cl:1][C:2]1[CH:3]=[C:4]([NH:12][C:13]([C:15]2[N:16]=[N:17][N:18]([C:20]3[CH:25]=[CH:24][C:23]([CH:26]=O)=[CH:22][CH:21]=3)[CH:19]=2)=[O:14])[CH:5]=[CH:6][C:7]=1[O:8][CH:9]([CH3:11])[CH3:10].[NH:28]1[CH2:31][CH:30]([C:32]([OH:34])=[O:33])[CH2:29]1.C([BH3-])#N.C(O)(=O)C. Product: [Cl:1][C:2]1[CH:3]=[C:4]([NH:12][C:13]([C:15]2[N:16]=[N:17][N:18]([C:20]3[CH:21]=[CH:22][C:23]([CH2:26][N:28]4[CH2:31][CH:30]([C:32]([OH:34])=[O:33])[CH2:29]4)=[CH:24][CH:25]=3)[CH:19]=2)=[O:14])[CH:5]=[CH:6][C:7]=1[O:8][CH:9]([CH3:11])[CH3:10]. The catalyst class is: 5. (3) Reactant: [NH2:1][C:2]1[CH:7]=[CH:6][CH:5]=[CH:4][CH:3]=1.[H-].[Na+].[F:10][C:11]1[CH:16]=[CH:15][C:14]([C:17]2[C:24](=[O:25])[N:20]3[CH2:21][CH2:22][CH2:23][N:19]3[C:18]=2[C:26]2[CH:31]=[CH:30][N:29]=[C:28](S(C)(=O)=O)[N:27]=2)=[CH:13][CH:12]=1. Product: [F:10][C:11]1[CH:16]=[CH:15][C:14]([C:17]2[C:24](=[O:25])[N:20]3[CH2:21][CH2:22][CH2:23][N:19]3[C:18]=2[C:26]2[CH:31]=[CH:30][N:29]=[C:28]([NH:1][C:2]3[CH:7]=[CH:6][CH:5]=[CH:4][CH:3]=3)[N:27]=2)=[CH:13][CH:12]=1. The catalyst class is: 598.